The task is: Predict the reaction yield, written as a fraction of the theoretical maximum amount of product (1.0 means a 100% yield; for example, 0.34 means a 34% yield).. This data is from Reaction yield outcomes from USPTO patents with 853,638 reactions. (1) The reactants are [CH3:1][C:2]([C:4]1[CH:5]=[CH:6][C:7]([OH:10])=[CH:8][CH:9]=1)=[O:3].C=O.F[C:14](F)(F)C([O-])=O.C[NH2+]C1C=CC=CC=1.C(OCC)C. The catalyst is C1COCC1. The product is [OH:10][C:7]1[CH:8]=[CH:9][C:4]([C:2](=[O:3])[CH:1]=[CH2:14])=[CH:5][CH:6]=1. The yield is 0.410. (2) The reactants are [N:1]([C:4]1[CH:9]=[CH:8][C:7]([C:10]([F:13])([F:12])[F:11])=[CH:6][C:5]=1[F:14])=[N+:2]=[N-:3].[C:15]([C:17]1[CH:22]=[CH:21][C:20]([O:23][CH3:24])=[CH:19][CH:18]=1)#[CH:16]. The catalyst is C(O)C. The product is [F:14][C:5]1[CH:6]=[C:7]([C:10]([F:12])([F:13])[F:11])[CH:8]=[CH:9][C:4]=1[N:1]1[CH:16]=[C:15]([C:17]2[CH:22]=[CH:21][C:20]([O:23][CH3:24])=[CH:19][CH:18]=2)[N:3]=[N:2]1. The yield is 0.180. (3) The reactants are Cl[C:2]1[N:7]=[CH:6][C:5]2[C:8]([CH2:30][CH2:31][C:32]([O:34][CH2:35][CH3:36])=[O:33])=[N:9][N:10]([C:11]([C:24]3[CH:29]=[CH:28][CH:27]=[CH:26][CH:25]=3)([C:18]3[CH:23]=[CH:22][CH:21]=[CH:20][CH:19]=3)[C:12]3[CH:17]=[CH:16][CH:15]=[CH:14][CH:13]=3)[C:4]=2[CH:3]=1.C(=O)([O-])[O-].[Cs+].[Cs+].[CH2:43]([NH:50][C:51]([NH2:53])=[O:52])[C:44]1[CH:49]=[CH:48][CH:47]=[CH:46][CH:45]=1. The catalyst is CC(C1C=C(C(C)C)C(C2C(P(C3CCCCC3)C3CCCCC3)=C(OC)C=CC=2OC)=C(C(C)C)C=1)C.C1C=[C-]C(CCN)=CC=1.Cl[Pd+].O1CCOCC1. The product is [CH2:43]([NH:50][C:51](=[O:52])[NH:53][C:2]1[N:7]=[CH:6][C:5]2[C:8]([CH2:30][CH2:31][C:32]([O:34][CH2:35][CH3:36])=[O:33])=[N:9][N:10]([C:11]([C:24]3[CH:29]=[CH:28][CH:27]=[CH:26][CH:25]=3)([C:18]3[CH:23]=[CH:22][CH:21]=[CH:20][CH:19]=3)[C:12]3[CH:17]=[CH:16][CH:15]=[CH:14][CH:13]=3)[C:4]=2[CH:3]=1)[C:44]1[CH:49]=[CH:48][CH:47]=[CH:46][CH:45]=1. The yield is 0.534. (4) The reactants are [CH2:1]([O:8][C:9]1[CH:10]=[C:11]2[C:15](=[CH:16][CH:17]=1)[NH:14][CH:13]=[CH:12]2)[C:2]1[CH:7]=[CH:6][CH:5]=[CH:4][CH:3]=1.[H-].[Na+].Br[CH:21]([CH3:26])[C:22]([O:24][CH3:25])=[O:23]. The catalyst is CN(C=O)C. The product is [CH3:25][O:24][C:22](=[O:23])[CH:21]([N:14]1[C:15]2[C:11](=[CH:10][C:9]([O:8][CH2:1][C:2]3[CH:3]=[CH:4][CH:5]=[CH:6][CH:7]=3)=[CH:17][CH:16]=2)[CH:12]=[CH:13]1)[CH3:26]. The yield is 0.820. (5) The reactants are [CH3:1][C:2]([Si:5]([C:35]1[CH:40]=[CH:39][CH:38]=[CH:37][CH:36]=1)([C:29]1[CH:34]=[CH:33][CH:32]=[CH:31][CH:30]=1)[O:6][CH2:7][C@H:8]([C:10]1[O:11][C:12](=O)[C:13]2[CH:27]=[CH:26][CH:25]=[CH:24][C:14]=2[C:15]=1[C:16]1[CH:21]=[CH:20][C:19]([CH3:22])=[C:18]([CH3:23])[CH:17]=1)[OH:9])([CH3:4])[CH3:3].C1COCC1.[CH3:46][NH2:47]. No catalyst specified. The product is [Si:5]([O:6][CH2:7][C@H:8]([C:10]1[N:47]([CH3:46])[C:12](=[O:11])[C:13]2[C:14]([C:15]=1[C:16]1[CH:21]=[CH:20][C:19]([CH3:22])=[C:18]([CH3:23])[CH:17]=1)=[CH:24][CH:25]=[CH:26][CH:27]=2)[OH:9])([C:2]([CH3:3])([CH3:1])[CH3:4])([C:29]1[CH:34]=[CH:33][CH:32]=[CH:31][CH:30]=1)[C:35]1[CH:40]=[CH:39][CH:38]=[CH:37][CH:36]=1. The yield is 0.140. (6) The reactants are [SH:1][CH2:2][CH2:3][N:4]([CH2:19][CH2:20][C:21]1[CH:26]=[CH:25][CH:24]=[CH:23][CH:22]=1)[C:5](=[O:18])[NH:6][C@@H:7]([CH2:11][C:12]1[CH:17]=[CH:16][CH:15]=[CH:14][CH:13]=1)[C:8]([OH:10])=[O:9].C(N(CC)C(C)C)(C)C.[CH2:36]([O:43][C:44](Cl)=[O:45])[C:37]1[CH:42]=[CH:41][CH:40]=[CH:39][CH:38]=1. The catalyst is C(Cl)Cl. The product is [CH2:36]([O:43][C:44]([S:1][CH2:2][CH2:3][N:4]([CH2:19][CH2:20][C:21]1[CH:22]=[CH:23][CH:24]=[CH:25][CH:26]=1)[C:5](=[O:18])[NH:6][C@@H:7]([CH2:11][C:12]1[CH:13]=[CH:14][CH:15]=[CH:16][CH:17]=1)[C:8]([OH:10])=[O:9])=[O:45])[C:37]1[CH:42]=[CH:41][CH:40]=[CH:39][CH:38]=1. The yield is 0.690.